From a dataset of Forward reaction prediction with 1.9M reactions from USPTO patents (1976-2016). Predict the product of the given reaction. Given the reactants [Cl:1][C:2]1[CH:7]=[CH:6][CH:5]=[C:4]([Cl:8])[C:3]=1[NH:9][C:10]([NH:12][C:13]1[S:14][C:15]([CH:25]([CH3:27])[CH3:26])=[CH:16][C:17]=1[C:18]([O:20]C(C)(C)C)=[O:19])=[O:11].C(O)(C(F)(F)F)=O, predict the reaction product. The product is: [Cl:1][C:2]1[CH:7]=[CH:6][CH:5]=[C:4]([Cl:8])[C:3]=1[NH:9][C:10]([NH:12][C:13]1[S:14][C:15]([CH:25]([CH3:27])[CH3:26])=[CH:16][C:17]=1[C:18]([OH:20])=[O:19])=[O:11].